Dataset: Forward reaction prediction with 1.9M reactions from USPTO patents (1976-2016). Task: Predict the product of the given reaction. Given the reactants Br[CH2:2][CH2:3]Br.[Mg].Br[C:7]1[CH:12]=[CH:11][C:10]([O:13][CH3:14])=[CH:9][CH:8]=1.[CH3:15][C:16]1([CH3:30])[O:20][CH2:19][C@@H:18]([CH:21]=[O:22])[N:17]1[C:23]([O:25][C:26](C)(C)C)=[O:24].[CH2:31]1[CH2:35]O[CH2:33][CH2:32]1, predict the reaction product. The product is: [OH:22][C@H:21]([C:7]1[CH:12]=[CH:11][C:10]([O:13][CH3:14])=[CH:9][CH:8]=1)[C@H:18]1[CH2:19][O:20][C:16]([CH3:30])([CH3:15])[N:17]1[C:23]([O:25][CH2:26][C:3]1[CH:2]=[CH:33][CH:32]=[CH:31][CH:35]=1)=[O:24].